Task: Predict the reaction yield, written as a fraction of the theoretical maximum amount of product (1.0 means a 100% yield; for example, 0.34 means a 34% yield).. Dataset: Reaction yield outcomes from USPTO patents with 853,638 reactions (1) The reactants are C([N:8]1[CH2:13][CH2:12][CH2:11][C@H:10]([O:14][C:15]2[CH:20]=[CH:19][C:18]([N+:21]([O-])=O)=[CH:17][CH:16]=2)[CH2:9]1)C1C=CC=CC=1. The catalyst is CO.[Pd]. The product is [NH2:21][C:18]1[CH:19]=[CH:20][C:15]([O:14][C@H:10]2[CH2:11][CH2:12][CH2:13][NH:8][CH2:9]2)=[CH:16][CH:17]=1. The yield is 0.880. (2) The reactants are [CH2:1]([O:8][CH2:9][CH2:10][CH2:11][CH2:12][C@H:13]1[N:18]([C:19]([O:21][C:22]([CH3:25])([CH3:24])[CH3:23])=[O:20])[C:17](OP(OC2C=CC=CC=2)(OC2C=CC=CC=2)=O)=[CH:16][O:15][CH2:14]1)[C:2]1[CH:7]=[CH:6][CH:5]=[CH:4][CH:3]=1.O.[F:44][C:45]1[CH:46]=[C:47](B(O)O)[CH:48]=[C:49]([F:52])[C:50]=1[F:51].C(=O)([O-])[O-].[Cs+].[Cs+]. The catalyst is CN(C)C=O.C1(C)C=CC=CC=1.Cl[Pd](Cl)([P](C1C=CC=CC=1)(C1C=CC=CC=1)C1C=CC=CC=1)[P](C1C=CC=CC=1)(C1C=CC=CC=1)C1C=CC=CC=1.CCCCCCC.CO. The product is [CH2:1]([O:8][CH2:9][CH2:10][CH2:11][CH2:12][C@H:13]1[N:18]([C:19]([O:21][C:22]([CH3:23])([CH3:24])[CH3:25])=[O:20])[C:17]([C:47]2[CH:46]=[C:45]([F:44])[C:50]([F:51])=[C:49]([F:52])[CH:48]=2)=[CH:16][O:15][CH2:14]1)[C:2]1[CH:3]=[CH:4][CH:5]=[CH:6][CH:7]=1. The yield is 0.848. (3) The product is [CH3:47][C:37]1([CH3:48])[C:36](=[O:49])[NH:35][C:32]2=[N:33][CH:34]=[C:29]([C:7]3[CH:6]=[CH:5][C:4]([C:17]4[N:21]([CH:22]5[CH2:27][CH2:26][CH2:25][CH2:24][O:23]5)[CH:20]=[N:19][N:18]=4)=[CH:3][C:2]=3[CH3:1])[N:30]=[C:31]2[N:38]1[CH2:39][CH2:40][CH:41]1[CH2:46][CH2:45][O:44][CH2:43][CH2:42]1. The yield is 0.970. The reactants are [CH3:1][C:2]1[CH:3]=[C:4]([C:17]2[N:21]([CH:22]3[CH2:27][CH2:26][CH2:25][CH2:24][O:23]3)[CH:20]=[N:19][N:18]=2)[CH:5]=[CH:6][C:7]=1B1OC(C)(C)C(C)(C)O1.Br[C:29]1[N:30]=[C:31]2[N:38]([CH2:39][CH2:40][CH:41]3[CH2:46][CH2:45][O:44][CH2:43][CH2:42]3)[C:37]([CH3:48])([CH3:47])[C:36](=[O:49])[NH:35][C:32]2=[N:33][CH:34]=1.ClCCl.C(=O)([O-])[O-].[Na+].[Na+].O. The catalyst is O1CCOCC1.C(O)(C)C.C1C=CC(P(C2C=CC=CC=2)[C-]2C=CC=C2)=CC=1.C1C=CC(P(C2C=CC=CC=2)[C-]2C=CC=C2)=CC=1.Cl[Pd]Cl.[Fe+2]. (4) The reactants are [C:1]([NH:5][S:6]([C:9]1[C:18]2[C:13](=[CH:14][CH:15]=[CH:16][CH:17]=2)[C:12]([C:19]2[N:20]([CH2:28][CH:29]3[CH2:34][CH2:33][CH2:32][CH2:31][CH2:30]3)[C:21]([CH3:27])=[C:22]([C:24]([OH:26])=O)[N:23]=2)=[CH:11][CH:10]=1)(=[O:8])=[O:7])([CH3:4])([CH3:3])[CH3:2].[NH2:35][CH:36]1[CH2:41][CH2:40][S:39](=[O:43])(=[O:42])[CH2:38][CH2:37]1.CN(C(ON1N=NC2C=CC=NC1=2)=[N+](C)C)C.F[P-](F)(F)(F)(F)F.CCN(C(C)C)C(C)C. The catalyst is C(Cl)Cl. The product is [C:1]([NH:5][S:6]([C:9]1[C:18]2[C:13](=[CH:14][CH:15]=[CH:16][CH:17]=2)[C:12]([C:19]2[N:20]([CH2:28][CH:29]3[CH2:34][CH2:33][CH2:32][CH2:31][CH2:30]3)[C:21]([CH3:27])=[C:22]([C:24]([NH:35][CH:36]3[CH2:41][CH2:40][S:39](=[O:43])(=[O:42])[CH2:38][CH2:37]3)=[O:26])[N:23]=2)=[CH:11][CH:10]=1)(=[O:8])=[O:7])([CH3:4])([CH3:2])[CH3:3]. The yield is 0.430. (5) The reactants are [NH2:1][C:2]1[CH:22]=[CH:21][C:5]([O:6][C:7]2[CH:12]=[CH:11][N:10]=[C:9]([NH:13][C:14]3[CH:19]=[CH:18][C:17]([F:20])=[CH:16][CH:15]=3)[CH:8]=2)=[C:4]([F:23])[CH:3]=1.[F:24][C:25]1[CH:30]=[CH:29][C:28]([CH2:31][C:32]([N:34]=[C:35]=[O:36])=[O:33])=[CH:27][CH:26]=1.COC1C=CC(CNC2N=CN=C(OC3C=CC(NC(NC(=O)CC4C=CC(F)=CC=4)=O)=CC=3F)C=2)=CC=1. The catalyst is C1COCC1. The product is [F:23][C:4]1[CH:3]=[C:2]([NH:1][C:35]([NH:34][C:32](=[O:33])[CH2:31][C:28]2[CH:29]=[CH:30][C:25]([F:24])=[CH:26][CH:27]=2)=[O:36])[CH:22]=[CH:21][C:5]=1[O:6][C:7]1[CH:12]=[CH:11][N:10]=[C:9]([NH:13][C:14]2[CH:15]=[CH:16][C:17]([F:20])=[CH:18][CH:19]=2)[CH:8]=1. The yield is 0.650. (6) The reactants are [C:1]1([N:7]2[C:19]3[CH:18]=[CH:17][C:16](B(O)O)=[CH:15][C:14]=3[C:13]3[C:8]2=[CH:9][CH:10]=[CH:11][CH:12]=3)[CH:6]=[CH:5][CH:4]=[CH:3][CH:2]=1.[Br:23][C:24]1[CH:25]=[C:26](I)[CH:27]=[CH:28][CH:29]=1.C(=O)([O-])[O-].[K+].[K+]. The catalyst is O1CCOCC1.O.C1C=CC([P]([Pd]([P](C2C=CC=CC=2)(C2C=CC=CC=2)C2C=CC=CC=2)([P](C2C=CC=CC=2)(C2C=CC=CC=2)C2C=CC=CC=2)[P](C2C=CC=CC=2)(C2C=CC=CC=2)C2C=CC=CC=2)(C2C=CC=CC=2)C2C=CC=CC=2)=CC=1. The product is [Br:23][C:24]1[CH:29]=[C:28]([C:16]2[CH:17]=[CH:18][C:19]3[N:7]([C:8]4[CH:9]=[CH:10][CH:11]=[CH:12][CH:13]=4)[C:1]4[C:6]([C:14]=3[CH:15]=2)=[CH:5][CH:4]=[CH:3][CH:2]=4)[CH:27]=[CH:26][CH:25]=1. The yield is 0.820. (7) The reactants are [C:1]1(P(C2C=CC=CC=2)C2C=CC=CC=2)C=CC=C[CH:2]=1.[NH2:20][C:21]1[C:26]2=[C:27]([C:34]3[CH:39]=[CH:38][C:37]([NH:40][C:41]([NH:43][C:44]4[CH:49]=[C:48]([C:50]([F:53])([F:52])[F:51])[CH:47]=[CH:46][N:45]=4)=[O:42])=[CH:36][CH:35]=3)[C:28]([C:31]([O-:33])=[O:32])=[C:29](Br)[N:25]2[N:24]=[CH:23][N:22]=1.[F:54][C:55]1[CH:56]=[C:57](B(O)O)[CH:58]=[CH:59][CH:60]=1.C([O-])([O-])=O.[Na+].[Na+]. The catalyst is O1CCOCC1.C([O-])(=O)C.[Pd+2].C([O-])(=O)C. The product is [NH2:20][C:21]1[C:26]2=[C:27]([C:34]3[CH:39]=[CH:38][C:37]([NH:40][C:41]([NH:43][C:44]4[CH:49]=[C:48]([C:50]([F:53])([F:52])[F:51])[CH:47]=[CH:46][N:45]=4)=[O:42])=[CH:36][CH:35]=3)[C:28]([C:31]([O:33][CH2:1][CH3:2])=[O:32])=[C:29]([C:59]3[CH:58]=[CH:57][CH:56]=[C:55]([F:54])[CH:60]=3)[N:25]2[N:24]=[CH:23][N:22]=1. The yield is 0.390.